Dataset: Forward reaction prediction with 1.9M reactions from USPTO patents (1976-2016). Task: Predict the product of the given reaction. (1) Given the reactants [CH3:1][C:2]1[C:3](=[O:18])[NH:4][C:5](=[O:17])[N:6]([CH:16]=1)[C@@H:7]1[O:15][C@H:12]([CH2:13][OH:14])[C@@H:10]([OH:11])[C@H:8]1O.C(=O)(OC1C=CC=CC=1)OC1C=CC=CC=1.C(=O)=O.C(OCC)C, predict the reaction product. The product is: [CH3:1][C:2]1[C:3](=[O:18])[N:4]=[C:5]2[N:6]([C@@H:7]3[O:15][C@H:12]([CH2:13][OH:14])[C@@H:10]([OH:11])[C@@H:8]3[O:17]2)[CH:16]=1. (2) Given the reactants [C:1]([N:8]1[CH:12]=[CH:11]N=C1)(N1C=CN=C1)=[S:2].[C:13]([O:17][C:18]1C=C([CH:22]=[C:23]([F:25])[CH:24]=1)N)([CH3:16])([CH3:15])[CH3:14], predict the reaction product. The product is: [C:13]([O:17][C:18]1[CH:11]=[C:12]([N:8]=[C:1]=[S:2])[CH:22]=[C:23]([F:25])[CH:24]=1)([CH3:16])([CH3:15])[CH3:14]. (3) Given the reactants C(OC([N:8]1[CH2:13][CH2:12][CH:11]([N:14]2[CH:18]=[C:17](B3OC(C)(C)C(C)(C)O3)[CH:16]=[N:15]2)[CH2:10][CH2:9]1)=O)(C)(C)C.Br[C:29]1[C:33]2[CH:34]=[N:35][C:36]([NH2:50])=[C:37]([O:38][CH:39]([C:41]3[C:46]([Cl:47])=[CH:45][CH:44]=[C:43]([F:48])[C:42]=3[Cl:49])[CH3:40])[C:32]=2[O:31][CH:30]=1.C(=O)([O-])[O-].[K+].[K+], predict the reaction product. The product is: [Cl:49][C:42]1[C:43]([F:48])=[CH:44][CH:45]=[C:46]([Cl:47])[C:41]=1[CH:39]([O:38][C:37]1[C:32]2[O:31][CH:30]=[C:29]([C:17]3[CH:16]=[N:15][N:14]([CH:11]4[CH2:10][CH2:9][NH:8][CH2:13][CH2:12]4)[CH:18]=3)[C:33]=2[CH:34]=[N:35][C:36]=1[NH2:50])[CH3:40].[ClH:47]. (4) Given the reactants [C:1]([C:5]1[CH:9]=[C:8]([NH2:10])[O:7][N:6]=1)([CH3:4])([CH3:3])[CH3:2].C[Al](C)C.[Cl:15][C:16]1[CH:21]=[CH:20][C:19]([S:22]([C:25]2([CH3:31])[CH2:29][CH2:28][O:27][C:26]2=[O:30])(=[O:24])=[O:23])=[CH:18][CH:17]=1, predict the reaction product. The product is: [C:1]([C:5]1[CH:9]=[C:8]([NH:10][C:26](=[O:30])[C:25]([S:22]([C:19]2[CH:18]=[CH:17][C:16]([Cl:15])=[CH:21][CH:20]=2)(=[O:24])=[O:23])([CH3:31])[CH2:29][CH2:28][OH:27])[O:7][N:6]=1)([CH3:4])([CH3:3])[CH3:2]. (5) Given the reactants [OH:1][C:2]1[CH:11]=[C:10](I)[CH:9]=[CH:8][C:3]=1[C:4]([O:6][CH3:7])=[O:5].[F:13][C:14]1[CH:19]=[C:18]([F:20])[CH:17]=[CH:16][C:15]=1B(O)O.C1(P(C2CCCCC2)[C:31]2[CH:36]=[CH:35][CH:34]=[CH:33][C:32]=2[C:37]2C(OC)=CC=CC=2OC)CCCCC1.C(=O)([O-])[O-].[Na+].[Na+], predict the reaction product. The product is: [CH2:37]([O:1][C:2]1[CH:11]=[C:10]([C:17]2[CH:16]=[CH:15][C:14]([F:13])=[CH:19][C:18]=2[F:20])[CH:9]=[CH:8][C:3]=1[C:4]([O:6][CH3:7])=[O:5])[C:32]1[CH:33]=[CH:34][CH:35]=[CH:36][CH:31]=1. (6) Given the reactants Cl.[CH2:2]([O:4][C:5](=[O:8])[CH2:6][NH2:7])[CH3:3].S([O-])([O-])(=O)=O.[Mg+2].[CH:15](=O)[C:16]1[CH:21]=[CH:20][CH:19]=[CH:18][CH:17]=1.C([N:25](CC)CC)C, predict the reaction product. The product is: [CH2:2]([O:4][C:5](=[O:8])[CH:6]([N:25]=[CH:15][C:16]1[CH:21]=[CH:20][CH:19]=[CH:18][CH:17]=1)[NH2:7])[CH3:3]. (7) The product is: [NH2:16][C:10]1[N:9]=[C:8]([O:17][CH2:18][CH2:19][CH2:20][CH3:21])[N:7]=[C:6]2[C:11]=1[NH:12][C:13](=[O:14])[N:5]2[CH2:4][CH2:3][CH2:2][Br:1]. Given the reactants [Br:1][CH2:2][CH2:3][CH2:4][N:5]1[C:13]([O:14]C)=[N:12][C:11]2[C:6]1=[N:7][C:8]([O:17][CH2:18][CH2:19][CH2:20][CH3:21])=[N:9][C:10]=2[NH2:16].Cl.O1CCOCC1.N, predict the reaction product. (8) Given the reactants [NH2:1][C:2]1[CH:3]=[N:4][N:5]([C:7]([CH3:11])([CH3:10])[CH2:8][OH:9])[CH:6]=1.C(N(CC)CC)C.[C:19](O[C:19]([O:21][C:22]([CH3:25])([CH3:24])[CH3:23])=[O:20])([O:21][C:22]([CH3:25])([CH3:24])[CH3:23])=[O:20].O, predict the reaction product. The product is: [C:22]([O:21][C:19](=[O:20])[NH:1][C:2]1[CH:3]=[N:4][N:5]([C:7]([CH3:11])([CH3:10])[CH2:8][OH:9])[CH:6]=1)([CH3:25])([CH3:24])[CH3:23]. (9) The product is: [F:15][C:10]1[CH:11]=[C:12]2[C:7](=[CH:8][CH:9]=1)[O:6][C@@H:5]([C@H:3]1[CH2:2][O:4]1)[CH2:14][CH2:13]2. Given the reactants Cl[CH2:2][C@H:3]([C@H:5]1[CH2:14][CH2:13][C:12]2[C:7](=[CH:8][CH:9]=[C:10]([F:15])[CH:11]=2)[O:6]1)[OH:4].[OH-].[Na+], predict the reaction product. (10) Given the reactants [Cl:1][C:2]1[CH:7]=[CH:6][C:5]([O:8][C:9]2[CH:14]=[CH:13][C:12]([CH2:15][NH:16][C:17]([NH2:19])=[NH:18])=[CH:11][CH:10]=2)=[CH:4][C:3]=1[C:20]([F:23])([F:22])[F:21].[C:24]([O-:27])([O-])=[O:25].[Cs+].[Cs+].[OH:30]/[CH:31]=[C:32](/[CH2:37][C:38]1[CH:39]=[N:40][N:41]([CH3:43])[CH:42]=1)\[C:33](OC)=O, predict the reaction product. The product is: [F:21][C:20]([F:23])([F:22])[C:24]([OH:27])=[O:25].[Cl:1][C:2]1[CH:7]=[CH:6][C:5]([O:8][C:9]2[CH:14]=[CH:13][C:12]([CH2:15][NH:16][C:17]3[NH:19][CH:33]=[C:32]([CH2:37][C:38]4[CH:39]=[N:40][N:41]([CH3:43])[CH:42]=4)[C:31](=[O:30])[N:18]=3)=[CH:11][CH:10]=2)=[CH:4][C:3]=1[C:20]([F:21])([F:22])[F:23].